From a dataset of Catalyst prediction with 721,799 reactions and 888 catalyst types from USPTO. Predict which catalyst facilitates the given reaction. (1) Reactant: [Li+].C[Si]([N-][Si](C)(C)C)(C)C.[CH3:11][O:12][C:13](=[O:28])[CH2:14][C:15]1[C:16]([F:27])=[CH:17][CH:18]=[C:19]2[C:24]=1[N:23]=[C:22]([O:25][CH3:26])[CH:21]=[CH:20]2.Br[CH2:30][N:31]1[C:35](=[O:36])[C:34]2=[CH:37][CH:38]=[CH:39][CH:40]=[C:33]2[C:32]1=[O:41]. Product: [CH3:11][O:12][C:13](=[O:28])[CH:14]([C:15]1[C:16]([F:27])=[CH:17][CH:18]=[C:19]2[C:24]=1[N:23]=[C:22]([O:25][CH3:26])[CH:21]=[CH:20]2)[CH2:30][N:31]1[C:35](=[O:36])[C:34]2[C:33](=[CH:40][CH:39]=[CH:38][CH:37]=2)[C:32]1=[O:41]. The catalyst class is: 1. (2) Reactant: [NH:1]([C:3]1[N:8]=[CH:7][CH:6]=[CH:5][N:4]=1)[NH2:2].C(N(CC)CC)C.C[O:17][C:18](=O)[N:19]=[C:20](SC)[C:21]([C:35]1[CH:40]=[C:39]([O:41][CH3:42])[C:38]([O:43][CH3:44])=[C:37]([CH:45]([OH:47])[CH3:46])[CH:36]=1)=[N:22][C:23]1[CH:28]=[CH:27][C:26]([C:29]2[N:33]=[C:32]([CH3:34])[O:31][N:30]=2)=[CH:25][CH:24]=1. Product: [OH:47][CH:45]([C:37]1[CH:36]=[C:35]([CH:21]([NH:22][C:23]2[CH:28]=[CH:27][C:26]([C:29]3[N:33]=[C:32]([CH3:34])[O:31][N:30]=3)=[CH:25][CH:24]=2)[CH:20]2[NH:2][N:1]([C:3]3[N:8]=[CH:7][CH:6]=[CH:5][N:4]=3)[C:18](=[O:17])[NH:19]2)[CH:40]=[C:39]([O:41][CH3:42])[C:38]=1[O:43][CH3:44])[CH3:46]. The catalyst class is: 3.